Task: Predict the product of the given reaction.. Dataset: Forward reaction prediction with 1.9M reactions from USPTO patents (1976-2016) The product is: [C:1]([O:5][C:6](=[O:16])[CH:7]([CH2:11][S:12][C:13](=[O:15])[CH3:14])[CH2:8][C:10]1[CH:26]=[CH:25][CH:24]=[CH:23][CH:22]=1)([CH3:2])([CH3:3])[CH3:4]. Given the reactants [C:1]([O:5][C:6](=[O:16])[CH:7]([CH2:11][S:12][C:13](=[O:15])[CH3:14])[CH:8]([CH3:10])C)([CH3:4])([CH3:3])[CH3:2].C(O[C:22](=O)[CH:23](CBr)[CH2:24][C:25]1C=CC=C[CH:26]=1)(C)(C)C, predict the reaction product.